From a dataset of Reaction yield outcomes from USPTO patents with 853,638 reactions. Predict the reaction yield, written as a fraction of the theoretical maximum amount of product (1.0 means a 100% yield; for example, 0.34 means a 34% yield). (1) The reactants are [C:1](=[O:40])(OC1C=CC([N+]([O-])=O)=CC=1)[O:2][C@@H:3]1[CH2:19][C@@H:18]2[C@@:6]([CH3:29])([C@@H:7]3[C@@H:15]([CH2:16][CH2:17]2)[C@:14]2([OH:20])[C@@:10]([CH3:28])([C@@H:11]([C:21]4[CH:22]=[CH:23][C:24](=[O:27])[O:25][CH:26]=4)[CH2:12][CH2:13]2)[CH2:9][CH2:8]3)[CH2:5][CH2:4]1.[NH2:41][CH2:42][CH2:43][CH2:44][C:45]([OH:47])=[O:46].CCN(C(C)C)C(C)C. The catalyst is C(Cl)Cl.CN(C1C=CN=CC=1)C. The product is [OH:20][C@:14]12[CH2:13][CH2:12][C@H:11]([C:21]3[CH:22]=[CH:23][C:24](=[O:27])[O:25][CH:26]=3)[C@@:10]1([CH3:28])[CH2:9][CH2:8][C@H:7]1[C@H:15]2[CH2:16][CH2:17][C@H:18]2[C@:6]1([CH3:29])[CH2:5][CH2:4][C@H:3]([O:2][C:1]([NH:41][CH2:42][CH2:43][CH2:44][C:45]([OH:47])=[O:46])=[O:40])[CH2:19]2. The yield is 0.535. (2) The reactants are [ClH:1].[NH2:2][C@@H:3]1[CH2:8][CH2:7][CH2:6][N:5]([C:9]([C:11]2[CH:34]=[CH:33][C:14]3[N:15]([CH3:32])[C:16]([C:18]4[N:26]([CH2:27][C:28]([F:31])([F:30])[F:29])[C:21]5=[N:22][CH:23]=[CH:24][CH:25]=[C:20]5[CH:19]=4)=[N:17][C:13]=3[CH:12]=2)=[O:10])[CH2:4]1. The catalyst is CO.C(OCC)C. The product is [ClH:1].[NH2:2][C@@H:3]1[CH2:8][CH2:7][CH2:6][N:5]([C:9]([C:11]2[CH:34]=[CH:33][C:14]3[N:15]([CH3:32])[C:16]([C:18]4[N:26]([CH2:27][C:28]([F:31])([F:30])[F:29])[C:21]5=[N:22][CH:23]=[CH:24][CH:25]=[C:20]5[CH:19]=4)=[N:17][C:13]=3[CH:12]=2)=[O:10])[CH2:4]1. The yield is 0.990. (3) The reactants are [NH2:1][C:2]1[S:3][C:4]([C:7]([O:9][CH2:10][CH3:11])=[O:8])=[CH:5][N:6]=1.[C:12]([C:16]1[CH:24]=[CH:23][C:19]([C:20](Cl)=[O:21])=[CH:18][CH:17]=1)([CH3:15])([CH3:14])[CH3:13].N1C=CC=CC=1.CCCCCC. The catalyst is ClCCl. The product is [CH2:10]([O:9][C:7]([C:4]1[S:3][C:2]([NH:1][C:20](=[O:21])[C:19]2[CH:23]=[CH:24][C:16]([C:12]([CH3:14])([CH3:13])[CH3:15])=[CH:17][CH:18]=2)=[N:6][CH:5]=1)=[O:8])[CH3:11]. The yield is 0.880. (4) The reactants are Cl[C:2]1[N:7]=[C:6]([NH:8][C:9]2[CH:14]=[CH:13][C:12]([CH3:15])=[CH:11][CH:10]=2)[CH:5]=[C:4]([CH:16]([CH3:18])[CH3:17])[N:3]=1.[N:19]1([C:25]([O:27][C:28]([CH3:31])([CH3:30])[CH3:29])=[O:26])[CH2:24][CH2:23][NH:22][CH2:21][CH2:20]1.C(N(CC)C(C)C)(C)C. The catalyst is C(O)CCC. The product is [CH:16]([C:4]1[CH:5]=[C:6]([NH:8][C:9]2[CH:14]=[CH:13][C:12]([CH3:15])=[CH:11][CH:10]=2)[N:7]=[C:2]([N:22]2[CH2:21][CH2:20][N:19]([C:25]([O:27][C:28]([CH3:31])([CH3:30])[CH3:29])=[O:26])[CH2:24][CH2:23]2)[N:3]=1)([CH3:18])[CH3:17]. The yield is 0.610.